Dataset: Forward reaction prediction with 1.9M reactions from USPTO patents (1976-2016). Task: Predict the product of the given reaction. (1) Given the reactants [C:1]([O:5][C:6](=[O:14])[C:7]([CH3:13])([CH3:12])[CH2:8][C:9]([OH:11])=[O:10])([CH3:4])([CH3:3])[CH3:2].C(Cl)CCl.[Cl:19][C:20]1[CH:66]=[CH:65][C:23]([CH2:24][N:25]([CH2:60][CH2:61][N:62]([CH3:64])[CH3:63])[CH2:26][C:27]([C@:29]23[CH2:55][C:54](=[O:56])[C:53]([CH:57]([CH3:59])[CH3:58])=[C:30]2[C@@H:31]2[C@@:44]([CH3:47])([CH2:45][CH2:46]3)[C@@:43]3([CH3:48])[C@@H:34]([C@:35]4([CH3:52])[C@@H:40]([CH2:41][CH2:42]3)[C:39]([CH3:50])([CH3:49])[C@@H:38](O)[CH2:37][CH2:36]4)[CH2:33][CH2:32]2)=[O:28])=[CH:22][CH:21]=1, predict the reaction product. The product is: [CH3:12][C:7]([CH3:13])([CH2:8][C:9]([O:11][C@H:38]1[CH2:37][CH2:36][C@@:35]2([CH3:52])[C@@H:40]([CH2:41][CH2:42][C@:43]3([CH3:48])[C@@H:34]2[CH2:33][CH2:32][C@H:31]2[C@@:44]3([CH3:47])[CH2:45][CH2:46][C@@:29]3([C:27](=[O:28])[CH2:26][N:25]([CH2:24][C:23]4[CH:22]=[CH:21][C:20]([Cl:19])=[CH:66][CH:65]=4)[CH2:60][CH2:61][N:62]([CH3:64])[CH3:63])[CH2:55][C:54](=[O:56])[C:53]([CH:57]([CH3:59])[CH3:58])=[C:30]32)[C:39]1([CH3:49])[CH3:50])=[O:10])[C:6]([O:5][C:1]([CH3:4])([CH3:2])[CH3:3])=[O:14]. (2) Given the reactants [CH3:1][C:2]1([CH3:18])[C:6]([CH3:8])([CH3:7])[O:5][B:4]([C:9]2[CH:10]=[C:11]([C:14]([O:16][CH3:17])=[O:15])[NH:12][CH:13]=2)[O:3]1.Br[CH2:20][CH2:21][CH2:22][O:23][CH2:24][C:25]1[CH:30]=[CH:29][CH:28]=[CH:27][CH:26]=1.C(=O)([O-])[O-].[Cs+].[Cs+], predict the reaction product. The product is: [CH2:24]([O:23][CH2:22][CH2:21][CH2:20][N:12]1[CH:13]=[C:9]([B:4]2[O:3][C:2]([CH3:18])([CH3:1])[C:6]([CH3:7])([CH3:8])[O:5]2)[CH:10]=[C:11]1[C:14]([O:16][CH3:17])=[O:15])[C:25]1[CH:30]=[CH:29][CH:28]=[CH:27][CH:26]=1. (3) Given the reactants [H-].[Na+].Br[C:4]1[CH:5]=[C:6]2[C:10](=[CH:11][CH:12]=1)[NH:9][CH:8]=[CH:7]2.C([Li])CCC.[CH2:18]1[O:20][CH2:19]1, predict the reaction product. The product is: [OH:20][CH2:19][CH2:18][C:4]1[CH:5]=[C:6]2[C:10](=[CH:11][CH:12]=1)[NH:9][CH:8]=[CH:7]2. (4) Given the reactants [Cl:1]N1C(=O)CCC1=O.[C:9]([C:11]1[CH:12]=[C:13]([C:17]2[CH:26]=[C:25]3[C:20]([CH:21]=[CH:22][NH:23][C:24]3=[O:27])=[CH:19][CH:18]=2)[CH:14]=[CH:15][CH:16]=1)#[N:10], predict the reaction product. The product is: [Cl:1][C:21]1[C:20]2[C:25](=[CH:26][C:17]([C:13]3[CH:14]=[CH:15][CH:16]=[C:11]([C:9]#[N:10])[CH:12]=3)=[CH:18][CH:19]=2)[C:24](=[O:27])[NH:23][CH:22]=1.